Dataset: NCI-60 drug combinations with 297,098 pairs across 59 cell lines. Task: Regression. Given two drug SMILES strings and cell line genomic features, predict the synergy score measuring deviation from expected non-interaction effect. (1) Drug 1: CN(CC1=CN=C2C(=N1)C(=NC(=N2)N)N)C3=CC=C(C=C3)C(=O)NC(CCC(=O)O)C(=O)O. Drug 2: CCC1=C2N=C(C=C(N2N=C1)NCC3=C[N+](=CC=C3)[O-])N4CCCCC4CCO. Cell line: NCIH23. Synergy scores: CSS=84.6, Synergy_ZIP=7.28, Synergy_Bliss=5.59, Synergy_Loewe=-0.00889, Synergy_HSA=7.11. (2) Drug 2: CC1C(C(CC(O1)OC2CC(OC(C2O)C)OC3=CC4=CC5=C(C(=O)C(C(C5)C(C(=O)C(C(C)O)O)OC)OC6CC(C(C(O6)C)O)OC7CC(C(C(O7)C)O)OC8CC(C(C(O8)C)O)(C)O)C(=C4C(=C3C)O)O)O)O. Synergy scores: CSS=14.5, Synergy_ZIP=-3.76, Synergy_Bliss=2.56, Synergy_Loewe=0.0698, Synergy_HSA=0.945. Drug 1: C1=CC(=CC=C1CC(C(=O)O)N)N(CCCl)CCCl.Cl. Cell line: MDA-MB-231. (3) Drug 2: COC1=C2C(=CC3=C1OC=C3)C=CC(=O)O2. Drug 1: CC(C)(C#N)C1=CC(=CC(=C1)CN2C=NC=N2)C(C)(C)C#N. Cell line: NCI/ADR-RES. Synergy scores: CSS=-3.45, Synergy_ZIP=1.76, Synergy_Bliss=-2.11, Synergy_Loewe=-2.32, Synergy_HSA=-6.06. (4) Drug 1: C1CCN(CC1)CCOC2=CC=C(C=C2)C(=O)C3=C(SC4=C3C=CC(=C4)O)C5=CC=C(C=C5)O. Drug 2: CCN(CC)CCNC(=O)C1=C(NC(=C1C)C=C2C3=C(C=CC(=C3)F)NC2=O)C. Cell line: CCRF-CEM. Synergy scores: CSS=10.3, Synergy_ZIP=16.2, Synergy_Bliss=20.0, Synergy_Loewe=16.3, Synergy_HSA=13.9. (5) Drug 1: C1=NC2=C(N=C(N=C2N1C3C(C(C(O3)CO)O)F)Cl)N. Drug 2: CCC1=C2CN3C(=CC4=C(C3=O)COC(=O)C4(CC)O)C2=NC5=C1C=C(C=C5)O. Cell line: UACC62. Synergy scores: CSS=39.7, Synergy_ZIP=-3.22, Synergy_Bliss=0.309, Synergy_Loewe=3.66, Synergy_HSA=4.79. (6) Drug 1: COC1=C(C=C2C(=C1)N=CN=C2NC3=CC(=C(C=C3)F)Cl)OCCCN4CCOCC4. Drug 2: C1CN1P(=S)(N2CC2)N3CC3. Cell line: T-47D. Synergy scores: CSS=22.7, Synergy_ZIP=-5.77, Synergy_Bliss=-2.30, Synergy_Loewe=-0.510, Synergy_HSA=0.903.